Dataset: Reaction yield outcomes from USPTO patents with 853,638 reactions. Task: Predict the reaction yield, written as a fraction of the theoretical maximum amount of product (1.0 means a 100% yield; for example, 0.34 means a 34% yield). (1) The reactants are [H-].[Al+3].[Li+].[H-].[H-].[H-].[N:7]1([CH2:13][C:14]2[CH:21]=[CH:20][C:17]([C:18]#[N:19])=[CH:16][CH:15]=2)[CH2:12][CH2:11][O:10][CH2:9][CH2:8]1.[OH-].[Na+]. The catalyst is C1COCC1.O.C(OCC)C. The product is [N:7]1([CH2:13][C:14]2[CH:21]=[CH:20][C:17]([CH2:18][NH2:19])=[CH:16][CH:15]=2)[CH2:12][CH2:11][O:10][CH2:9][CH2:8]1. The yield is 0.940. (2) The reactants are [CH2:1]([O:8][C:9]1[CH:13]=[CH:12][S:11][C:10]=1[C:14]([O:16]C)=[O:15])[C:2]1[CH:7]=[CH:6][CH:5]=[CH:4][CH:3]=1.[OH-].[Na+]. The catalyst is CO.C1COCC1. The product is [CH2:1]([O:8][C:9]1[CH:13]=[CH:12][S:11][C:10]=1[C:14]([OH:16])=[O:15])[C:2]1[CH:7]=[CH:6][CH:5]=[CH:4][CH:3]=1. The yield is 0.910. (3) The catalyst is ClCCl. The reactants are [NH:1]1[CH2:6][CH2:5][CH:4]([CH2:7][N:8]2[C:16]3[C:11](=[CH:12][CH:13]=[CH:14][CH:15]=3)[C:10]3([C:20]4=[CH:21][C:22]5[O:26][CH2:25][O:24][C:23]=5[CH:27]=[C:19]4[O:18][CH2:17]3)[C:9]2=[O:28])[CH2:3][CH2:2]1.C=O.[C:31](O[BH-](OC(=O)C)OC(=O)C)(=O)C.[Na+].[Cl:45]C(Cl)C. The yield is 0.200. The product is [ClH:45].[CH3:31][N:1]1[CH2:6][CH2:5][CH:4]([CH2:7][N:8]2[C:16]3[C:11](=[CH:12][CH:13]=[CH:14][CH:15]=3)[C:10]3([C:20]4=[CH:21][C:22]5[O:26][CH2:25][O:24][C:23]=5[CH:27]=[C:19]4[O:18][CH2:17]3)[C:9]2=[O:28])[CH2:3][CH2:2]1.